This data is from Forward reaction prediction with 1.9M reactions from USPTO patents (1976-2016). The task is: Predict the product of the given reaction. (1) Given the reactants Cl[C:2]1[C:7]([N+:8]([O-:10])=[O:9])=[CH:6][CH:5]=[C:4]([O:11][CH3:12])[N:3]=1.C(=O)([O-])[O-].[K+].[K+].[Cl:19][C:20]1[S:21][C:22]([CH2:25][NH:26][CH2:27][CH3:28])=[CH:23][N:24]=1.O, predict the reaction product. The product is: [CH3:12][O:11][C:4]1[N:3]=[C:2]([N:26]([CH2:25][C:22]2[S:21][C:20]([Cl:19])=[N:24][CH:23]=2)[CH2:27][CH3:28])[C:7]([N+:8]([O-:10])=[O:9])=[CH:6][CH:5]=1. (2) Given the reactants S(=O)(=O)(O)O.[F:6][C:7]([F:23])([F:22])[C:8]1[CH:9]=[C:10]([CH2:18][C:19]([OH:21])=[O:20])[CH:11]=[C:12]([C:14]([F:17])([F:16])[F:15])[CH:13]=1.[CH3:24]O, predict the reaction product. The product is: [F:6][C:7]([F:22])([F:23])[C:8]1[CH:9]=[C:10]([CH2:18][C:19]([O:21][CH3:24])=[O:20])[CH:11]=[C:12]([C:14]([F:16])([F:17])[F:15])[CH:13]=1. (3) Given the reactants [CH2:1]([C:3]1[N:11]=[C:10]([O:12][CH3:13])[C:9]([NH:14][C:15]([N:17]2[CH2:22][CH2:21][N:20]([C:23]3[CH:28]=[C:27]([CH3:29])[CH:26]=[C:25]([CH3:30])[CH:24]=3)[CH2:19][CH2:18]2)=[O:16])=[CH:8][C:4]=1[C:5](O)=[O:6])[CH3:2].[CH:31]1[C:44]2[C:35](=[N:36][C:37]3[C:42]([C:43]=2[NH:45][C:46]2[CH:47]=[C:48]([NH:54][C:55](=[O:59])[CH:56]([NH2:58])[CH3:57])[CH:49]=[C:50]([CH2:52][OH:53])[CH:51]=2)=[CH:41][CH:40]=[CH:39][CH:38]=3)[CH:34]=[CH:33][CH:32]=1, predict the reaction product. The product is: [CH:41]1[C:42]2[C:37](=[N:36][C:35]3[C:44]([C:43]=2[NH:45][C:46]2[CH:47]=[C:48]([NH:54][C:55]([CH:56]([NH:58][C:5]([C:4]4[CH:8]=[C:9]([NH:14][C:15]([N:17]5[CH2:18][CH2:19][N:20]([C:23]6[CH:28]=[C:27]([CH3:29])[CH:26]=[C:25]([CH3:30])[CH:24]=6)[CH2:21][CH2:22]5)=[O:16])[C:10]([O:12][CH3:13])=[N:11][C:3]=4[CH2:1][CH3:2])=[O:6])[CH3:57])=[O:59])[CH:49]=[C:50]([CH2:52][OH:53])[CH:51]=2)=[CH:31][CH:32]=[CH:33][CH:34]=3)[CH:38]=[CH:39][CH:40]=1.